From a dataset of Full USPTO retrosynthesis dataset with 1.9M reactions from patents (1976-2016). Predict the reactants needed to synthesize the given product. (1) Given the product [ClH:32].[C:1]([O:5][C:6]([NH:8][CH2:9][C:10]([NH:12][C@@H:13]1[CH2:17][CH2:16][N:15]([CH2:28][C:25]2[C:22]3[C:21](=[CH:20][C:19]([CH3:18])=[CH:24][CH:23]=3)[NH:27][CH:26]=2)[CH2:14]1)=[O:11])=[O:7])([CH3:4])([CH3:2])[CH3:3], predict the reactants needed to synthesize it. The reactants are: [C:1]([O:5][C:6]([NH:8][CH2:9][C:10]([NH:12][C@@H:13]1[CH2:17][CH2:16][NH:15][CH2:14]1)=[O:11])=[O:7])([CH3:4])([CH3:3])[CH3:2].[CH3:18][C:19]1[CH:24]=[CH:23][C:22]2[C:25]([CH2:28]N(C)C)=[CH:26][NH:27][C:21]=2[CH:20]=1.[ClH:32]. (2) Given the product [CH2:11]([N:18]([CH2:9][C:3]1[C:2]([Cl:1])=[N:7][C:6]([Cl:8])=[CH:5][N:4]=1)[CH2:19][C@@H:20]([OH:22])[CH3:21])[C:12]1[CH:17]=[CH:16][CH:15]=[CH:14][CH:13]=1, predict the reactants needed to synthesize it. The reactants are: [Cl:1][C:2]1[C:3]([CH:9]=O)=[N:4][CH:5]=[C:6]([Cl:8])[N:7]=1.[CH2:11]([NH:18][CH2:19][C@@H:20]([OH:22])[CH3:21])[C:12]1[CH:17]=[CH:16][CH:15]=[CH:14][CH:13]=1.C(O[BH-](OC(=O)C)OC(=O)C)(=O)C.[Na+].C(=O)([O-])O.[Na+]. (3) Given the product [O:5]=[C:6]1[N:11]([CH2:12][C:13]2[CH:14]=[C:15]([C:16]3[N:18]=[CH:39][C:33]([C:34]([O:36][CH2:37][CH3:38])=[O:35])=[CH:31][N:17]=3)[CH:19]=[CH:20][CH:21]=2)[N:10]=[C:9]([C:22]2[CH:23]=[C:24]([F:30])[C:25]([F:29])=[C:26]([F:28])[CH:27]=2)[CH:8]=[CH:7]1, predict the reactants needed to synthesize it. The reactants are: C([O-])(=O)C.[O:5]=[C:6]1[N:11]([CH2:12][C:13]2[CH:14]=[C:15]([CH:19]=[CH:20][CH:21]=2)[C:16]([NH2:18])=[NH2+:17])[N:10]=[C:9]([C:22]2[CH:27]=[C:26]([F:28])[C:25]([F:29])=[C:24]([F:30])[CH:23]=2)[CH:8]=[CH:7]1.[CH:31]([CH:33]([CH:39]=O)[C:34]([O:36][CH2:37][CH3:38])=[O:35])=O.O. (4) Given the product [Cl:53][C:50]1[CH:51]=[CH:52][C:47]([C:45]2[C:44]3[CH:54]=[C:55]([O:58][CH3:59])[CH:56]=[CH:57][C:43]=3[N:42]3[C:60]([CH3:63])=[N:61][N:62]=[C:41]3[C@H:40]([CH2:39][C:38]([NH:37][CH2:36][CH2:35][NH:34][C:10](=[O:12])[CH2:9][NH:8][C:6](=[O:7])[O:5][C:1]([CH3:2])([CH3:3])[CH3:4])=[O:64])[N:46]=2)=[CH:48][CH:49]=1, predict the reactants needed to synthesize it. The reactants are: [C:1]([O:5][C:6]([NH:8][CH2:9][C:10]([OH:12])=O)=[O:7])([CH3:4])([CH3:3])[CH3:2].CCN=C=NCCCN(C)C.C1C=CC2N(O)N=NC=2C=1.[NH2:34][CH2:35][CH2:36][NH:37][C:38](=[O:64])[CH2:39][C@@H:40]1[N:46]=[C:45]([C:47]2[CH:52]=[CH:51][C:50]([Cl:53])=[CH:49][CH:48]=2)[C:44]2[CH:54]=[C:55]([O:58][CH3:59])[CH:56]=[CH:57][C:43]=2[N:42]2[C:60]([CH3:63])=[N:61][N:62]=[C:41]12. (5) Given the product [Br:1][C:2]1[C:10]2[O:9][N:8]=[C:7]([NH:11][C:12]3[CH:13]=[C:14]([NH:18][C:20](=[NH:29])[C:21]4[CH:26]=[CH:25][CH:24]=[CH:23][CH:22]=4)[CH:15]=[CH:16][CH:17]=3)[C:6]=2[CH:5]=[CH:4][CH:3]=1, predict the reactants needed to synthesize it. The reactants are: [Br:1][C:2]1[C:10]2[O:9][N:8]=[C:7]([NH:11][C:12]3[CH:17]=[CH:16][CH:15]=[C:14]([NH2:18])[CH:13]=3)[C:6]=2[CH:5]=[CH:4][CH:3]=1.I.[C:20](=[NH:29])(SC)[C:21]1[CH:26]=[CH:25][CH:24]=[CH:23][CH:22]=1.C(OCC)(=O)C.C(=O)([O-])[O-].[K+].[K+]. (6) Given the product [Br:1][C:2]1[CH:3]=[C:4]2[C:8](=[CH:9][CH:10]=1)[NH:7][CH:6]=[C:5]2[C:19](=[O:20])[CH2:18][CH2:17][C:11]1[CH:16]=[CH:15][CH:14]=[CH:13][CH:12]=1, predict the reactants needed to synthesize it. The reactants are: [Br:1][C:2]1[CH:3]=[C:4]2[C:8](=[CH:9][CH:10]=1)[NH:7][CH:6]=[CH:5]2.[C:11]1([CH2:17][CH2:18][C:19](N2C3C=CC=CC=3N=N2)=[O:20])[CH:16]=[CH:15][CH:14]=[CH:13][CH:12]=1.